The task is: Predict the reactants needed to synthesize the given product.. This data is from Full USPTO retrosynthesis dataset with 1.9M reactions from patents (1976-2016). (1) Given the product [O:1]1[C:5]2[CH:6]=[CH:7][CH:8]=[CH:9][C:4]=2[CH:3]=[C:2]1[C:10]([NH:12][C:13]1([C:19]([NH:21][CH:22]2[CH2:27][CH2:26][N:25]([C:28]3[CH:33]=[CH:32][CH:31]=[CH:30][C:29]=3[C:34]3[NH:41][N:40]=[N:39][N:35]=3)[CH2:24][CH:23]2[OH:36])=[O:20])[CH2:18][CH2:17][CH2:16][CH2:15][CH2:14]1)=[O:11], predict the reactants needed to synthesize it. The reactants are: [O:1]1[C:5]2[CH:6]=[CH:7][CH:8]=[CH:9][C:4]=2[CH:3]=[C:2]1[C:10]([NH:12][C:13]1([C:19]([NH:21][CH:22]2[CH2:27][CH2:26][N:25]([C:28]3[CH:33]=[CH:32][CH:31]=[CH:30][C:29]=3[C:34]#[N:35])[CH2:24][CH:23]2[OH:36])=[O:20])[CH2:18][CH2:17][CH2:16][CH2:15][CH2:14]1)=[O:11].[Cl-].[NH4+].[N-:39]=[N+:40]=[N-:41].[Na+].Cl. (2) Given the product [Cl:22][C:9]1[C:10]2[C:5](=[CH:4][CH:3]=[C:2]([F:1])[CH:11]=2)[C:6]([C:13]2[CH:18]=[CH:17][C:16]([F:19])=[CH:15][CH:14]=2)=[N:7][N:8]=1, predict the reactants needed to synthesize it. The reactants are: [F:1][C:2]1[CH:11]=[C:10]2[C:5]([C:6]([C:13]3[CH:18]=[CH:17][C:16]([F:19])=[CH:15][CH:14]=3)=[N:7][NH:8][C:9]2=O)=[CH:4][CH:3]=1.P(Cl)(Cl)([Cl:22])=O. (3) Given the product [Br:10][C:5]1[C:6]([O:8][CH3:9])=[CH:7][C:2]([CH:21]=[O:22])=[C:3]([O:11][CH3:12])[CH:4]=1, predict the reactants needed to synthesize it. The reactants are: Br[C:2]1[CH:7]=[C:6]([O:8][CH3:9])[C:5]([Br:10])=[CH:4][C:3]=1[O:11][CH3:12].C([Li])CCC.CN([CH:21]=[O:22])C. (4) Given the product [C:1]12([CH2:11][NH:12][C:25](=[O:26])[CH2:24][N:21]3[CH2:20][CH2:19][CH:18]([O:17][C:16]4[CH:30]=[CH:31][CH:32]=[CH:33][C:15]=4[O:14][CH3:13])[CH2:23][CH2:22]3)[CH2:8][CH:7]3[CH2:6][CH:5]([CH2:4][CH:3]([CH2:9]3)[CH2:2]1)[CH2:10]2, predict the reactants needed to synthesize it. The reactants are: [C:1]12([CH2:11][NH2:12])[CH2:10][CH:5]3[CH2:6][CH:7]([CH2:9][CH:3]([CH2:4]3)[CH2:2]1)[CH2:8]2.[CH3:13][O:14][C:15]1[CH:33]=[CH:32][CH:31]=[CH:30][C:16]=1[O:17][CH:18]1[CH2:23][CH2:22][N:21]([CH2:24][C:25](OCC)=[O:26])[CH2:20][CH2:19]1. (5) Given the product [C:52]([O:37][CH:35]([C:32]1[CH:33]=[CH:34][C:29]([C:26]2[CH:27]=[CH:28][C:23]([N:20]3[CH2:19][CH2:18][CH:17]([CH2:16][C:12]4[N:11]=[C:10]([C:38]([NH:40][CH2:41][C:42]([O:44][CH2:45][C:46]5[CH:47]=[CH:48][CH:49]=[CH:50][CH:51]=5)=[O:43])=[O:39])[C:9]([O:8][CH2:1][C:2]5[CH:7]=[CH:6][CH:5]=[CH:4][CH:3]=5)=[C:14]([CH3:15])[N:13]=4)[CH2:22][CH2:21]3)=[CH:24][CH:25]=2)=[N:30][CH:31]=1)[CH3:36])(=[O:54])[CH3:53], predict the reactants needed to synthesize it. The reactants are: [CH2:1]([O:8][C:9]1[C:10]([C:38]([NH:40][CH2:41][C:42]([O:44][CH2:45][C:46]2[CH:51]=[CH:50][CH:49]=[CH:48][CH:47]=2)=[O:43])=[O:39])=[N:11][C:12]([CH2:16][CH:17]2[CH2:22][CH2:21][N:20]([C:23]3[CH:28]=[CH:27][C:26]([C:29]4[CH:34]=[CH:33][C:32]([CH:35]([OH:37])[CH3:36])=[CH:31][N:30]=4)=[CH:25][CH:24]=3)[CH2:19][CH2:18]2)=[N:13][C:14]=1[CH3:15])[C:2]1[CH:7]=[CH:6][CH:5]=[CH:4][CH:3]=1.[C:52](OC(=O)C)(=[O:54])[CH3:53].C(N(CC)CC)C.C(=O)([O-])O.[Na+]. (6) Given the product [C:13]1([S:19]([C:22]2[C:23]([CH2:30][CH2:31][C:32]([OH:34])=[O:33])=[C:24](/[CH:28]=[C:6]3\[C:7](=[O:12])[NH:8][C:9]4[C:5]\3=[CH:4][C:3]([O:2][CH3:1])=[CH:11][CH:10]=4)[NH:25][C:26]=2[CH3:27])(=[O:20])=[O:21])[CH:14]=[CH:15][CH:16]=[CH:17][CH:18]=1, predict the reactants needed to synthesize it. The reactants are: [CH3:1][O:2][C:3]1[CH:4]=[C:5]2[C:9](=[CH:10][CH:11]=1)[NH:8][C:7](=[O:12])[CH2:6]2.[C:13]1([S:19]([C:22]2[C:23]([CH2:30][CH2:31][C:32]([OH:34])=[O:33])=[C:24]([CH:28]=O)[NH:25][C:26]=2[CH3:27])(=[O:21])=[O:20])[CH:18]=[CH:17][CH:16]=[CH:15][CH:14]=1.CC(O/N=C(/C(NCC=O)=O)\C1N=C(N)SC=1)(C(O)=O)C.N1CCCCC1. (7) Given the product [N:13]1[CH:14]=[CH:15][CH:16]=[C:11]([CH2:10][C:9]([NH:8][C@H:7]([C:6]([OH:21])=[O:5])[CH:18]([CH3:20])[CH3:19])=[O:17])[CH:12]=1, predict the reactants needed to synthesize it. The reactants are: C([O:5][C:6](=[O:21])[C@H:7]([CH:18]([CH3:20])[CH3:19])[NH:8][C:9](=[O:17])[CH2:10][C:11]1[CH:12]=[N:13][CH:14]=[CH:15][CH:16]=1)(C)(C)C. (8) The reactants are: [CH2:1]([N:3]([CH2:13][CH3:14])[C:4]1[N:9]=[C:8]([CH:10]=O)[CH:7]=[C:6]([CH3:12])[CH:5]=1)[CH3:2].Cl.NO.[N:18]1C=CC=CC=1.FC(F)(F)S(OS(C(F)(F)F)(=O)=O)(=O)=O. Given the product [CH2:1]([N:3]([CH2:13][CH3:14])[C:4]1[N:9]=[C:8]([C:10]#[N:18])[CH:7]=[C:6]([CH3:12])[CH:5]=1)[CH3:2], predict the reactants needed to synthesize it. (9) Given the product [Si:3]([O:10][CH:11]([CH:22]([CH3:39])[CH2:23][NH:25][CH:26]([CH3:38])[CH2:27][O:28][CH2:29][C:30]1[CH:31]=[CH:32][C:33]([O:36][CH3:37])=[CH:34][CH:35]=1)[CH2:12][N:13]([CH3:21])[C:14](=[O:20])[O:15][C:16]([CH3:18])([CH3:17])[CH3:19])([C:6]([CH3:7])([CH3:8])[CH3:9])([CH3:4])[CH3:5], predict the reactants needed to synthesize it. The reactants are: N#N.[Si:3]([O:10][CH:11]([CH:22]([CH3:39])[C:23]([NH:25][CH:26]([CH3:38])[CH2:27][O:28][CH2:29][C:30]1[CH:35]=[CH:34][C:33]([O:36][CH3:37])=[CH:32][CH:31]=1)=O)[CH2:12][N:13]([CH3:21])[C:14](=[O:20])[O:15][C:16]([CH3:19])([CH3:18])[CH3:17])([C:6]([CH3:9])([CH3:8])[CH3:7])([CH3:5])[CH3:4].C1COCC1.